Dataset: Full USPTO retrosynthesis dataset with 1.9M reactions from patents (1976-2016). Task: Predict the reactants needed to synthesize the given product. Given the product [C:30]([O:20][CH2:19][C:9]([NH:8][C:6]([O:5][C:1]([CH3:3])([CH3:2])[CH3:4])=[O:7])([CH2:15][CH2:16][CH:17]=[CH2:18])[C:10]([O:12][CH2:13][CH3:14])=[O:11])(=[O:32])[CH3:31], predict the reactants needed to synthesize it. The reactants are: [C:1]([O:5][C:6]([NH:8][C:9]([CH2:19][OH:20])([CH2:15][CH2:16][CH:17]=[CH2:18])[C:10]([O:12][CH2:13][CH3:14])=[O:11])=[O:7])([CH3:4])([CH3:3])[CH3:2].CN(C1C=CC=CN=1)C.[C:30](OC(=O)C)(=[O:32])[CH3:31].